From a dataset of Full USPTO retrosynthesis dataset with 1.9M reactions from patents (1976-2016). Predict the reactants needed to synthesize the given product. (1) Given the product [Cl:38][C:39]1[C:44]([C:45]([F:47])([F:48])[F:46])=[CH:43][CH:42]=[CH:41][C:40]=1[CH2:49][NH:50][C:12](=[O:14])[CH:9]([N:8]([CH3:15])[C:6](=[O:7])[O:5][C:2]([CH3:1])([CH3:3])[CH3:4])[CH2:10][OH:11], predict the reactants needed to synthesize it. The reactants are: [CH3:1][C:2]([O:5][C:6]([N:8]([CH3:15])[C@H:9]([C:12]([OH:14])=O)[CH2:10][OH:11])=[O:7])([CH3:4])[CH3:3].Cl.CN(C)CCCN=C=NCC.ON1C2C=CC=CC=2N=N1.[Cl:38][C:39]1[C:44]([C:45]([F:48])([F:47])[F:46])=[CH:43][CH:42]=[CH:41][C:40]=1[CH2:49][NH2:50]. (2) Given the product [F:8][C:4]1[CH:5]=[CH:6][CH:7]=[C:2]([F:1])[C:3]=1[N:9]1[C:14]2[N:15]=[C:16]([NH:28][CH2:29][CH2:30][N:31]([CH3:33])[CH3:32])[N:17]=[C:18]([C:19]3[CH:20]=[C:21]([CH:25]=[CH:26][CH:27]=3)[C:22]([NH:40][C:39]3[CH:41]=[CH:42][C:36]([F:35])=[CH:37][CH:38]=3)=[O:23])[C:13]=2[CH2:12][NH:11][C:10]1=[O:34], predict the reactants needed to synthesize it. The reactants are: [F:1][C:2]1[CH:7]=[CH:6][CH:5]=[C:4]([F:8])[C:3]=1[N:9]1[C:14]2[N:15]=[C:16]([NH:28][CH2:29][CH2:30][N:31]([CH3:33])[CH3:32])[N:17]=[C:18]([C:19]3[CH:20]=[C:21]([CH:25]=[CH:26][CH:27]=3)[C:22](O)=[O:23])[C:13]=2[CH2:12][NH:11][C:10]1=[O:34].[F:35][C:36]1[CH:42]=[CH:41][C:39]([NH2:40])=[CH:38][CH:37]=1.CN(C(ON1N=NC2C=CC=NC1=2)=[N+](C)C)C.F[P-](F)(F)(F)(F)F.C(N(C(C)C)CC)(C)C. (3) Given the product [Cl:3][C:4]1[CH:13]=[C:8]2[C:7]([CH:14]=[C:18]([C:19]([O:21][CH2:22][CH3:23])=[O:20])[NH:16][C:9]2=[O:11])=[CH:6][CH:5]=1, predict the reactants needed to synthesize it. The reactants are: [H-].[Na+].[Cl:3][C:4]1[CH:5]=[CH:6][C:7]([CH:14]=O)=[C:8]([CH:13]=1)[C:9]([O:11]C)=O.[N+:16]([CH2:18][C:19]([O:21][CH2:22][CH3:23])=[O:20])#[C-].C(O)(=O)C. (4) The reactants are: [OH:1][CH2:2][CH:3]([O:6][CH2:7][N:8]1[CH:16]=[N:15][C:14]2[C:13](=[O:17])[NH:12][C:11]([NH:18][C:19](=[O:21])[CH3:20])=[N:10][C:9]1=2)[CH2:4][OH:5].[C:22](Cl)([C:39]1[CH:44]=[CH:43][CH:42]=[CH:41][CH:40]=1)([C:31]1[CH:38]=[CH:37][C:34]([O:35][CH3:36])=[CH:33][CH:32]=1)[C:23]1[CH:30]=[CH:29][C:26]([O:27][CH3:28])=[CH:25][CH:24]=1. Given the product [CH3:36][O:35][C:34]1[CH:33]=[CH:32][C:31]([C:22]([C:23]2[CH:24]=[CH:25][C:26]([O:27][CH3:28])=[CH:29][CH:30]=2)([C:39]2[CH:44]=[CH:43][CH:42]=[CH:41][CH:40]=2)[O:1][CH2:2][CH:3]([O:6][CH2:7][N:8]2[CH:16]=[N:15][C:14]3[C:13](=[O:17])[NH:12][C:11]([NH:18][C:19](=[O:21])[CH3:20])=[N:10][C:9]2=3)[CH2:4][OH:5])=[CH:38][CH:37]=1, predict the reactants needed to synthesize it. (5) Given the product [Cl:16][CH2:12][C:7]1[CH:8]=[N:9][C:10]2[C:5]([CH:6]=1)=[CH:4][CH:3]=[C:2]([CH3:1])[CH:11]=2, predict the reactants needed to synthesize it. The reactants are: [CH3:1][C:2]1[CH:11]=[C:10]2[C:5]([CH:6]=[C:7]([CH2:12]O)[CH:8]=[N:9]2)=[CH:4][CH:3]=1.S(Cl)([Cl:16])=O. (6) Given the product [CH2:14]([O:13][C:5]1[CH:4]=[CH:3][C:2](/[CH:33]=[CH:34]/[C:18]2[CH:23]=[CH:22][CH:21]=[CH:20][CH:19]=2)=[CH:7][C:6]=1[C:8]1[NH:12][N:11]=[CH:10][CH:9]=1)[CH:15]([CH3:17])[CH3:16], predict the reactants needed to synthesize it. The reactants are: Br[C:2]1[CH:3]=[CH:4][C:5]([O:13][CH2:14][CH:15]([CH3:17])[CH3:16])=[C:6]([C:8]2[NH:12][N:11]=[CH:10][CH:9]=2)[CH:7]=1.[C:18]1(B(O)O)[CH:23]=[CH:22][CH:21]=[CH:20][CH:19]=1.C(=O)([O-])[O-].[Cs+].[Cs+].[C:33]1(C)C=CC=C[CH:34]=1.